This data is from Full USPTO retrosynthesis dataset with 1.9M reactions from patents (1976-2016). The task is: Predict the reactants needed to synthesize the given product. (1) Given the product [NH2:1][C:2]1[N:3]=[CH:4][C:5]([CH2:8][CH2:9][C:10]2[CH:11]=[C:12]([CH:17]=[C:18]([O:21][CH3:22])[C:19]=2[F:20])[C:13]([O:15][CH3:16])=[O:14])=[CH:6][N:7]=1, predict the reactants needed to synthesize it. The reactants are: [NH2:1][C:2]1[N:7]=[CH:6][C:5](/[CH:8]=[CH:9]/[C:10]2[CH:11]=[C:12]([CH:17]=[C:18]([O:21][CH3:22])[C:19]=2[F:20])[C:13]([O:15][CH3:16])=[O:14])=[CH:4][N:3]=1. (2) Given the product [CH:6]1([O:12][C:13]2[CH:18]=[CH:17][C:16]([CH2:19][C:20]3[CH:25]=[C:24]([C:26]4[C:27]([NH2:32])=[N:28][CH:29]=[CH:30][CH:31]=4)[O:22][N:21]=3)=[CH:15][CH:14]=2)[CH2:11][CH2:10][CH2:9][CH2:8][CH2:7]1, predict the reactants needed to synthesize it. The reactants are: O1CCCC1.[CH:6]1([O:12][C:13]2[CH:18]=[CH:17][C:16]([CH2:19][C:20](Cl)=[N:21][OH:22])=[CH:15][CH:14]=2)[CH2:11][CH2:10][CH2:9][CH2:8][CH2:7]1.[C:24]([C:26]1[C:27]([NH2:32])=[N:28][CH:29]=[CH:30][CH:31]=1)#[CH:25].C(N(CC)CC)C. (3) Given the product [CH3:36][O:35][C:20]1[CH:21]=[C:22]([CH:33]=[CH:34][C:19]=1[NH:18][C:2]1[N:12]=[C:11]2[C:5]([N:6]([CH3:17])[C:7](=[O:16])[CH2:8][CH2:9][N:10]2[CH2:13][C:14]([O:37][CH:40]([CH2:39][CH:38]([CH3:48])[CH3:43])[CH3:41])=[NH:15])=[CH:4][N:3]=1)[C:23]([NH:25][CH:26]1[CH2:27][CH2:28][N:29]([CH3:32])[CH2:30][CH2:31]1)=[O:24], predict the reactants needed to synthesize it. The reactants are: Cl[C:2]1[N:12]=[C:11]2[C:5]([N:6]([CH3:17])[C:7](=[O:16])[CH2:8][CH2:9][N:10]2[CH2:13][C:14]#[N:15])=[CH:4][N:3]=1.[NH2:18][C:19]1[CH:34]=[CH:33][C:22]([C:23]([NH:25][CH:26]2[CH2:31][CH2:30][N:29]([CH3:32])[CH2:28][CH2:27]2)=[O:24])=[CH:21][C:20]=1[O:35][CH3:36].[OH2:37].[C:38]1([CH3:48])[CH:43]=C[C:41](S(O)(=O)=O)=[CH:40][CH:39]=1. (4) The reactants are: C([Si](C)(C)[O:6][CH:7]([CH:24]1[CH2:26][CH2:25]1)[CH2:8][O:9][C:10]1[C:11]([N:18]2[CH2:23][CH2:22][O:21][CH2:20][CH2:19]2)=[N:12][C:13]([Cl:17])=[N:14][C:15]=1[Cl:16])(C)(C)C.CCCC[N+](CCCC)(CCCC)CCCC.[F-]. Given the product [CH:24]1([CH:7]([OH:6])[CH2:8][O:9][C:10]2[C:15]([Cl:16])=[N:14][C:13]([Cl:17])=[N:12][C:11]=2[N:18]2[CH2:19][CH2:20][O:21][CH2:22][CH2:23]2)[CH2:26][CH2:25]1, predict the reactants needed to synthesize it.